From a dataset of Full USPTO retrosynthesis dataset with 1.9M reactions from patents (1976-2016). Predict the reactants needed to synthesize the given product. (1) The reactants are: C(OC[O:10][C:11]1([CH2:24][CH:25]([CH3:29])[CH:26]([F:28])[F:27])[CH2:16][CH2:15][N:14](C(OC(C)(C)C)=O)[CH2:13][CH2:12]1)C1C=CC=CC=1.Cl. Given the product [F:28][CH:26]([F:27])[CH:25]([CH3:29])[CH2:24][C:11]1([OH:10])[CH2:12][CH2:13][NH:14][CH2:15][CH2:16]1, predict the reactants needed to synthesize it. (2) Given the product [Cl:16][C:17]1[CH:23]=[CH:22][C:20]([NH:21][C:13]([CH:10]2[CH2:11][CH2:12][N:8]([C:6]([O:5][C:1]([CH3:2])([CH3:3])[CH3:4])=[O:7])[CH2:9]2)=[O:15])=[CH:19][CH:18]=1, predict the reactants needed to synthesize it. The reactants are: [C:1]([O:5][C:6]([N:8]1[CH2:12][CH2:11][CH:10]([C:13]([OH:15])=O)[CH2:9]1)=[O:7])([CH3:4])([CH3:3])[CH3:2].[Cl:16][C:17]1[CH:23]=[CH:22][C:20]([NH2:21])=[CH:19][CH:18]=1.O.ON1C2C=CC=CC=2N=N1.Cl.CN(C)CCCN=C=NCC.C(N(CC)C(C)C)(C)C. (3) Given the product [Cl:18][C:19]1[C:28]2[C:23](=[CH:24][C:25]([S:29]([N:6]([CH2:5][C:4]3[CH:12]=[CH:13][C:14]([O:16][CH3:17])=[CH:15][C:3]=3[O:2][CH3:1])[C:7]3[S:11][N:10]=[CH:9][N:8]=3)(=[O:30])=[O:31])=[CH:26][CH:27]=2)[N:22]=[CH:21][CH:20]=1, predict the reactants needed to synthesize it. The reactants are: [CH3:1][O:2][C:3]1[CH:15]=[C:14]([O:16][CH3:17])[CH:13]=[CH:12][C:4]=1[CH2:5][NH:6][C:7]1[S:11][N:10]=[CH:9][N:8]=1.[Cl:18][C:19]1[C:28]2[C:23](=[CH:24][C:25]([S:29](OC3C(F)=C(F)C(F)=C(F)C=3F)(=[O:31])=[O:30])=[CH:26][CH:27]=2)[N:22]=[CH:21][CH:20]=1. (4) Given the product [CH3:1][NH:2][C:3]([C:17]1[CH:13]=[CH:12][C:11]([O:24][C:10]2[C:11]([O:24][C:25]3[CH:26]=[N:27][CH:28]=[CH:29][CH:30]=3)=[CH:12][C:13]3[NH:14][C:15]([C:18]4[CH:23]=[CH:22][CH:21]=[CH:20][N:19]=4)=[N:16][C:17]=3[CH:9]=2)=[CH:10][CH:9]=1)=[O:4], predict the reactants needed to synthesize it. The reactants are: [CH3:1][NH2:2].[CH3:3][OH:4].COC([C:9]1[C:17]2[N:16]=[C:15]([C:18]3[CH:23]=[CH:22][CH:21]=[CH:20][N:19]=3)[NH:14][C:13]=2[CH:12]=[C:11]([O:24][C:25]2[CH:26]=[N:27][CH:28]=[CH:29][CH:30]=2)[CH:10]=1)=O. (5) The reactants are: [NH2:1][C:2]1[CH:3]=[CH:4][CH:5]=[C:6]2[C:11]=1[N:10]=[CH:9][CH:8]=[CH:7]2.[N+:12]([C:15]1[CH:20]=[C:19]([F:21])[CH:18]=[CH:17][C:16]=1[S:22](Cl)(=[O:24])=[O:23])([O-:14])=[O:13]. Given the product [F:21][C:19]1[CH:18]=[CH:17][C:16]([S:22]([NH:1][C:2]2[CH:3]=[CH:4][CH:5]=[C:6]3[C:11]=2[N:10]=[CH:9][CH:8]=[CH:7]3)(=[O:24])=[O:23])=[C:15]([N+:12]([O-:14])=[O:13])[CH:20]=1, predict the reactants needed to synthesize it. (6) Given the product [F:19][C:9]1[CH:10]=[C:11]([NH:12][C:13](=[O:18])[C:14]([F:17])([F:16])[F:15])[C:2]([C:21]#[C:20][C@@:22]2([CH3:37])[CH2:26][CH2:25][CH2:24][N:23]2[C:27]([O:29][CH2:30][C:31]2[CH:32]=[CH:33][CH:34]=[CH:35][CH:36]=2)=[O:28])=[C:3]([C:4]([O:6][CH3:7])=[O:5])[CH:8]=1, predict the reactants needed to synthesize it. The reactants are: Br[C:2]1[C:11]([NH:12][C:13](=[O:18])[C:14]([F:17])([F:16])[F:15])=[CH:10][C:9]([F:19])=[CH:8][C:3]=1[C:4]([O:6][CH3:7])=[O:5].[C:20]([C@@:22]1([CH3:37])[CH2:26][CH2:25][CH2:24][N:23]1[C:27]([O:29][CH2:30][C:31]1[CH:36]=[CH:35][CH:34]=[CH:33][CH:32]=1)=[O:28])#[CH:21].CN(C)C(=N)N(C)C.